This data is from Full USPTO retrosynthesis dataset with 1.9M reactions from patents (1976-2016). The task is: Predict the reactants needed to synthesize the given product. (1) Given the product [C:1]([O:5][C:6](=[O:25])[NH:7][C@H:8]1[CH2:9][CH2:10][C@@H:11]([NH2:14])[CH2:12][CH2:13]1)([CH3:4])([CH3:2])[CH3:3], predict the reactants needed to synthesize it. The reactants are: [C:1]([O:5][C:6](=[O:25])[NH:7][C@H:8]1[CH2:13][CH2:12][C@@H:11]([NH:14]C(OCC2C=CC=CC=2)=O)[CH2:10][CH2:9]1)([CH3:4])([CH3:3])[CH3:2]. (2) Given the product [C:30]([C:27]([C:23]1[CH:22]=[C:21]([C:20]([NH:19][C:14]2[CH:15]=[CH:16][C:17]([CH3:18])=[C:12]([NH:11][C:6]3[N:7]=[CH:8][C:9]4[N:10]=[C:2]([NH:1][C:41]([C:38]5[CH:37]=[C:36]([CH:34]([CH3:35])[CH3:33])[NH:40][N:39]=5)=[O:42])[S:3][C:4]=4[N:5]=3)[CH:13]=2)=[O:32])[CH:26]=[CH:25][CH:24]=1)([CH3:29])[CH3:28])#[N:31], predict the reactants needed to synthesize it. The reactants are: [NH2:1][C:2]1[S:3][C:4]2[N:5]=[C:6]([NH:11][C:12]3[CH:13]=[C:14]([NH:19][C:20](=[O:32])[C:21]4[CH:26]=[CH:25][CH:24]=[C:23]([C:27]([C:30]#[N:31])([CH3:29])[CH3:28])[CH:22]=4)[CH:15]=[CH:16][C:17]=3[CH3:18])[N:7]=[CH:8][C:9]=2[N:10]=1.[CH3:33][CH:34]([C:36]1[NH:40][N:39]=[C:38]([C:41](O)=[O:42])[CH:37]=1)[CH3:35].F[P-](F)(F)(F)(F)F.N1(OC(N(C)C)=[N+](C)C)C2N=CC=CC=2N=N1.C(=O)([O-])O.[Na+]. (3) Given the product [Cl:18][C:13]1[N:14]=[C:15]([Cl:17])[C:16]2[NH:8][CH:9]=[CH:10][C:11]=2[N:12]=1, predict the reactants needed to synthesize it. The reactants are: C([N:8]1[C:16]2[C:15]([Cl:17])=[N:14][C:13]([Cl:18])=[N:12][C:11]=2[CH:10]=[CH:9]1)C1C=CC=CC=1.[Al+3].[Cl-].[Cl-].[Cl-].C(Cl)(Cl)Cl. (4) Given the product [Br:40][C:31]1[CH:32]=[C:33]([NH:35][C:36](=[O:37])[NH:38][CH3:39])[N:34]=[C:29]([NH:28][C:11]([NH:10][S:7]([C:4]2[CH:3]=[C:2]([CH3:1])[S:6][CH:5]=2)(=[O:9])=[O:8])=[O:17])[CH:30]=1, predict the reactants needed to synthesize it. The reactants are: [CH3:1][C:2]1[S:6][CH:5]=[C:4]([S:7]([NH2:10])(=[O:9])=[O:8])[CH:3]=1.[C:11]1([O:17]C(Cl)=O)C=CC=CC=1.C(N(CC)CC)C.[NH2:28][C:29]1[N:34]=[C:33]([NH:35][C:36]([NH:38][CH3:39])=[O:37])[CH:32]=[C:31]([Br:40])[CH:30]=1.